From a dataset of Peptide-MHC class II binding affinity with 134,281 pairs from IEDB. Regression. Given a peptide amino acid sequence and an MHC pseudo amino acid sequence, predict their binding affinity value. This is MHC class II binding data. (1) The peptide sequence is DYVLLGVAAAVVIGL. The MHC is HLA-DQA10501-DQB10201 with pseudo-sequence HLA-DQA10501-DQB10201. The binding affinity (normalized) is 0.209. (2) The peptide sequence is RGKMDVSGVQAPVGA. The MHC is DRB5_0101 with pseudo-sequence DRB5_0101. The binding affinity (normalized) is 0. (3) The peptide sequence is AAAAAYETAFAAIVP. The MHC is DRB1_1501 with pseudo-sequence DRB1_1501. The binding affinity (normalized) is 0.551. (4) The peptide sequence is KKWKYLNAVSLCILTIN. The MHC is HLA-DQA10601-DQB10402 with pseudo-sequence HLA-DQA10601-DQB10402. The binding affinity (normalized) is 0. (5) The peptide sequence is EKKYFAATQFEPLNA. The MHC is HLA-DPA10301-DPB10402 with pseudo-sequence HLA-DPA10301-DPB10402. The binding affinity (normalized) is 0.428. (6) The MHC is DRB1_0405 with pseudo-sequence DRB1_0405. The binding affinity (normalized) is 0.539. The peptide sequence is AGTNYNKTVASLMNA.